From a dataset of Reaction yield outcomes from USPTO patents with 853,638 reactions. Predict the reaction yield, written as a fraction of the theoretical maximum amount of product (1.0 means a 100% yield; for example, 0.34 means a 34% yield). (1) The reactants are Cl[C:2]1[C:7]2[C:8]([CH3:12])=[C:9]([CH3:11])[NH:10][C:6]=2[CH:5]=[CH:4][N:3]=1.[CH2:13]1[C:22]2[C:17](=[CH:18][CH:19]=[CH:20][CH:21]=2)[CH2:16][CH2:15][NH:14]1. No catalyst specified. The product is [CH3:11][C:9]1[NH:10][C:6]2[CH:5]=[CH:4][N:3]=[C:2]([N:14]3[CH2:15][CH2:16][C:17]4[C:22](=[CH:21][CH:20]=[CH:19][CH:18]=4)[CH2:13]3)[C:7]=2[C:8]=1[CH3:12]. The yield is 0.771. (2) The reactants are C[O:2][C:3]([C@H:5]1[CH2:9][C@@H:8]([NH:10][C:11]([O:13][C:14]([CH3:17])([CH3:16])[CH3:15])=[O:12])[C@@H:7]([OH:18])[CH2:6]1)=[O:4].N1C=CN=C1.[CH3:24][C:25]([Si:28](Cl)([CH3:30])[CH3:29])([CH3:27])[CH3:26].Cl. The catalyst is C(Cl)Cl.CN(C1C=CN=CC=1)C.C(O)(C)C.[OH-].[Na+].C(Cl)(Cl)Cl. The product is [C:11]([NH:10][C@@H:8]1[CH2:9][C@H:5]([C:3]([OH:2])=[O:4])[CH2:6][C@@H:7]1[O:18][Si:28]([C:25]([CH3:27])([CH3:26])[CH3:24])([CH3:30])[CH3:29])([O:13][C:14]([CH3:17])([CH3:16])[CH3:15])=[O:12]. The yield is 0.871. (3) The reactants are COC1C=C(OC)C=CC=1C[N:6]([C:36]1[S:40][N:39]=[CH:38][N:37]=1)[S:7]([C:10]1[CH:18]=[C:17]2[C:13]([C:14]([C:20]3[CH:25]=[CH:24][C:23](C(F)(F)F)=[CH:22][C:21]=3[C:30]3[N:34]([CH3:35])[N:33]=[CH:32][CH:31]=3)=[CH:15][N:16]2[CH3:19])=[CH:12][CH:11]=1)(=[O:9])=[O:8].[ClH:47]. The catalyst is CO. The product is [Cl:47][C:23]1[CH:24]=[CH:25][C:20]([C:14]2[C:13]3[C:17](=[CH:18][C:10]([S:7]([NH:6][C:36]4[S:40][N:39]=[CH:38][N:37]=4)(=[O:8])=[O:9])=[CH:11][CH:12]=3)[N:16]([CH3:19])[CH:15]=2)=[C:21]([C:30]2[N:34]([CH3:35])[N:33]=[CH:32][CH:31]=2)[CH:22]=1. The yield is 0.441. (4) The reactants are [OH:1][C:2]1[N:7]=[C:6]([C:8]([O:10]CC)=[O:9])[CH:5]=[CH:4][CH:3]=1.[CH3:13][C:14]1([CH3:21])[O:18][C@H:17]([CH2:19]O)[CH2:16][O:15]1.[H-].[Na+]. The catalyst is C1COCC1.[Cl-].[Na+].O. The product is [CH3:13][C:14]1([CH3:21])[O:18][C@H:17]([CH2:19][O:1][C:2]2[N:7]=[C:6]([C:8]([OH:10])=[O:9])[CH:5]=[CH:4][CH:3]=2)[CH2:16][O:15]1. The yield is 0.740. (5) The reactants are [N+:1]([C:4]1[CH:19]=[CH:18][C:17]([O:20][CH3:21])=[CH:16][C:5]=1[C:6]([NH:8][C:9]1[CH:14]=[CH:13][C:12]([Cl:15])=[CH:11][N:10]=1)=[O:7])([O-])=O.[H][H]. The catalyst is [C].[Pt].ClCCl. The product is [NH2:1][C:4]1[CH:19]=[CH:18][C:17]([O:20][CH3:21])=[CH:16][C:5]=1[C:6]([NH:8][C:9]1[CH:14]=[CH:13][C:12]([Cl:15])=[CH:11][N:10]=1)=[O:7]. The yield is 0.895. (6) The reactants are [CH3:1][C:2]1[CH:15]=[C:14]([N+:16]([O-:18])=[O:17])[CH:13]=[CH:12][C:3]=1[O:4][C:5]1[CH:10]=[CH:9][N:8]=[C:7]([NH2:11])[CH:6]=1.C(N(CC)CC)C.Cl[C:27](OC1C=CC=CC=1)=[O:28].[NH:36]1[CH2:41][CH2:40][O:39][CH2:38][CH2:37]1. The catalyst is O1CCCC1.CN(C)C=O. The yield is 0.528. The product is [CH3:1][C:2]1[CH:15]=[C:14]([N+:16]([O-:18])=[O:17])[CH:13]=[CH:12][C:3]=1[O:4][C:5]1[CH:10]=[CH:9][N:8]=[C:7]([NH:11][C:27]([N:36]2[CH2:41][CH2:40][O:39][CH2:38][CH2:37]2)=[O:28])[CH:6]=1. (7) The reactants are Br[CH:2]([C:4]1[C:13]([Cl:14])=[N:12][C:11]2[C:6](=[CH:7][CH:8]=[C:9]([F:15])[CH:10]=2)[N:5]=1)[CH3:3].ClC1C(C(Cl)C)=NC2C(N=1)=CC(F)=CC=2.CN(C)C=O.[C:36]1(=[O:46])[NH:40][C:39](=[O:41])[C:38]2=[CH:42][CH:43]=[CH:44][CH:45]=[C:37]12.[K]. The catalyst is O. The product is [Cl:14][C:13]1[C:4]([CH:2]([N:40]2[C:36](=[O:46])[C:37]3[C:38](=[CH:42][CH:43]=[CH:44][CH:45]=3)[C:39]2=[O:41])[CH3:3])=[N:5][C:6]2[C:11]([N:12]=1)=[CH:10][C:9]([F:15])=[CH:8][CH:7]=2. The yield is 0.760. (8) The reactants are Br[CH2:2][C:3]([C:5]1[CH:10]=[CH:9][C:8]([CH3:11])=[CH:7][CH:6]=1)=[O:4].[C:12]([NH2:23])(=[O:22])[C:13]1[C:14](=[CH:18][CH:19]=[CH:20][CH:21]=1)[C:15](N)=[O:16].[K]. The catalyst is CN(C=O)C. The product is [O:4]=[C:3]([C:5]1[CH:10]=[CH:9][C:8]([CH3:11])=[CH:7][CH:6]=1)[CH2:2][N:23]1[C:12](=[O:22])[C:13]2[C:14](=[CH:18][CH:19]=[CH:20][CH:21]=2)[C:15]1=[O:16]. The yield is 0.940. (9) The reactants are [CH3:1][C:2]1[O:6][C:5]([NH2:7])=[N:4][CH:3]=1.Br[C:9]1[C:10](=[O:17])[N:11]([CH3:16])[CH:12]=[C:13]([Br:15])[CH:14]=1.CC1(C)C2C(=C(P(C3C=CC=CC=3)C3C=CC=CC=3)C=CC=2)OC2C(P(C3C=CC=CC=3)C3C=CC=CC=3)=CC=CC1=2.C([O-])([O-])=O.[Cs+].[Cs+]. The catalyst is C1C=CC(/C=C/C(/C=C/C2C=CC=CC=2)=O)=CC=1.C1C=CC(/C=C/C(/C=C/C2C=CC=CC=2)=O)=CC=1.C1C=CC(/C=C/C(/C=C/C2C=CC=CC=2)=O)=CC=1.[Pd].[Pd].O1CCOCC1. The product is [Br:15][C:13]1[CH:14]=[C:9]([NH:7][C:5]2[O:6][C:2]([CH3:1])=[CH:3][N:4]=2)[C:10](=[O:17])[N:11]([CH3:16])[CH:12]=1. The yield is 0.880.